This data is from Blood-brain barrier permeability classification from the B3DB database. The task is: Regression/Classification. Given a drug SMILES string, predict its absorption, distribution, metabolism, or excretion properties. Task type varies by dataset: regression for continuous measurements (e.g., permeability, clearance, half-life) or binary classification for categorical outcomes (e.g., BBB penetration, CYP inhibition). Dataset: b3db_classification. (1) The drug is [N-]=[N+]=NCC(=O)N[C@@H](CO)[C@@H](O)c1ccc([N+](=O)[O-])cc1. The result is 1 (penetrates BBB). (2) The result is 1 (penetrates BBB). The compound is CC(=O)O[C@@H](C)C(=O)[C@@]1(O)CC[C@H]2[C@@H]3CCC4=CC(=O)C=C[C@]4(C)[C@@]3(F)[C@@H](O)C[C@@]21C. (3) The compound is CCC(=O)OC1C(C)OC(OC2C(C)C(=O)OC(C)C(C)C(OC(=O)CC)C(C)C(=O)C3(CO3)CC(C)C(OC3OC(C)CC(N(C)C)C3O)C2C)CC1OC. The result is 0 (does not penetrate BBB). (4) The drug is N#Cc1ccc(OCC2CCN(C/C=C/I)CC2)cc1. The result is 1 (penetrates BBB). (5) The compound is CC(C)OC(=O)CCC/C=C/CC1C(O)CC(O)C1/C=C/C(F)(F)COc1ccccc1. The result is 0 (does not penetrate BBB).